The task is: Predict the product of the given reaction.. This data is from Forward reaction prediction with 1.9M reactions from USPTO patents (1976-2016). (1) Given the reactants [O:1]1[CH2:5][CH2:4][CH:3]([O:6][C:7]2[CH:8]=[CH:9][C:10]([N+:22]([O-])=O)=[C:11]([CH2:13][NH:14][C:15](=[O:21])[O:16][C:17]([CH3:20])([CH3:19])[CH3:18])[CH:12]=2)[CH2:2]1.[Cl-].[NH4+].C(O)C, predict the reaction product. The product is: [NH2:22][C:10]1[CH:9]=[CH:8][C:7]([O:6][CH:3]2[CH2:4][CH2:5][O:1][CH2:2]2)=[CH:12][C:11]=1[CH2:13][NH:14][C:15](=[O:21])[O:16][C:17]([CH3:19])([CH3:18])[CH3:20]. (2) Given the reactants [CH3:1][Mg]Cl.[O:4]=[C:5]1[CH2:10][CH2:9][CH2:8][CH2:7][CH:6]1[NH:11][C:12](=[O:18])[O:13][C:14]([CH3:17])([CH3:16])[CH3:15], predict the reaction product. The product is: [OH:4][C:5]1([CH3:1])[CH2:10][CH2:9][CH2:8][CH2:7][CH:6]1[NH:11][C:12](=[O:18])[O:13][C:14]([CH3:15])([CH3:17])[CH3:16]. (3) Given the reactants C[O:2][C:3]([C:5]1[C:9]([NH:10][C:11](=[O:29])[C:12]2[CH:17]=[CH:16][CH:15]=[C:14]([C:18]3[CH:19]=[N:20][N:21]([CH2:23][CH2:24][CH2:25][CH2:26][CH2:27][NH2:28])[CH:22]=3)[CH:13]=2)=[CH:8][N:7]([CH:30]2[CH2:35][CH2:34][O:33][CH2:32][CH2:31]2)[N:6]=1)=[O:4].O.[OH-].[Li+:38], predict the reaction product. The product is: [NH2:28][CH2:27][CH2:26][CH2:25][CH2:24][CH2:23][N:21]1[CH:22]=[C:18]([C:14]2[CH:13]=[C:12]([CH:17]=[CH:16][CH:15]=2)[C:11]([NH:10][C:9]2[C:5]([C:3]([O-:4])=[O:2])=[N:6][N:7]([CH:30]3[CH2:35][CH2:34][O:33][CH2:32][CH2:31]3)[CH:8]=2)=[O:29])[CH:19]=[N:20]1.[Li+:38]. (4) The product is: [ClH:1].[CH3:2][CH:3]1[CH2:4][CH2:5][NH:6][CH2:7][CH:8]1[C:9]([OH:11])=[O:10]. Given the reactants [ClH:1].[CH3:2][C:3]1[C:8]([C:9]([OH:11])=[O:10])=[CH:7][N:6]=[CH:5][CH:4]=1.[H][H], predict the reaction product. (5) Given the reactants [Br:1][C:2]1[CH:7]=[CH:6][C:5]([C:8]2([CH2:20][NH:21]C(=O)OC(C)(C)C)[C:16]3[C:11](=[CH:12][CH:13]=[CH:14][CH:15]=3)[C:10]3=[N:17][CH:18]=[CH:19][N:9]23)=[CH:4][CH:3]=1.[ClH:29], predict the reaction product. The product is: [Cl-:29].[NH2:21][CH2:20][C:8]1([C:5]2[CH:6]=[CH:7][C:2]([Br:1])=[CH:3][CH:4]=2)[C:16]2[C:11](=[CH:12][CH:13]=[CH:14][CH:15]=2)[C:10]2=[NH+:17][CH:18]=[CH:19][N:9]12. (6) Given the reactants [OH:1][C@@H:2]1[C@@H:7]([OH:8])[C@H:6]([OH:9])[C:5](=[O:10])[CH:4]=[CH:3]1.[H][H], predict the reaction product. The product is: [OH:8][C@H:7]1[C@H:6]([OH:9])[C@@H:5]([OH:10])[CH2:4][CH2:3][C:2]1=[O:1]. (7) Given the reactants [NH2:1][C:2]1[N:7]=[C:6]([S:8][CH2:9][C:10]2[CH:15]=[CH:14][CH:13]=[C:12]([CH2:16][NH2:17])[N:11]=2)[N:5]=[C:4]([C:18]2[CH:23]=[CH:22][C:21]([NH:24][C:25](=[O:27])[CH3:26])=[CH:20][CH:19]=2)[C:3]=1[C:28]#[N:29].C(N(CC)CC)C.Br[CH2:38][CH2:39][C:40](Cl)=[O:41], predict the reaction product. The product is: [C:25]([NH:24][C:21]1[CH:22]=[CH:23][C:18]([C:4]2[C:3]([C:28]#[N:29])=[C:2]([NH2:1])[N:7]=[C:6]([S:8][CH2:9][C:10]3[N:11]=[C:12]([CH2:16][NH:17][C:40](=[O:41])[CH:39]=[CH2:38])[CH:13]=[CH:14][CH:15]=3)[N:5]=2)=[CH:19][CH:20]=1)(=[O:27])[CH3:26]. (8) Given the reactants [OH:1][CH2:2][CH:3]([NH:16][C:17](=[O:23])[O:18][C:19]([CH3:22])([CH3:21])[CH3:20])[CH2:4][NH:5][C:6](=[O:15])[O:7][CH2:8][C:9]1[CH:14]=[CH:13][CH:12]=[CH:11][CH:10]=1.[CH3:24][S:25](Cl)(=[O:27])=[O:26], predict the reaction product. The product is: [CH3:24][S:25]([O:1][CH2:2][CH:3]([NH:16][C:17]([O:18][C:19]([CH3:20])([CH3:22])[CH3:21])=[O:23])[CH2:4][NH:5][C:6]([O:7][CH2:8][C:9]1[CH:10]=[CH:11][CH:12]=[CH:13][CH:14]=1)=[O:15])(=[O:27])=[O:26]. (9) Given the reactants [NH2:1][C:2]1[S:3][C:4]2[CH:33]=[CH:32][CH:31]=[CH:30][C:5]=2[C:6]=1[C:7]([N:9]1[CH2:14][CH2:13][CH:12]([N:15]2[CH2:29][CH2:28][CH2:27][C:17]3([C:21](=[O:22])[N:20]([CH:23]([CH3:25])[CH3:24])[C:19](=[O:26])[CH2:18]3)[CH2:16]2)[CH2:11][CH2:10]1)=[O:8].ClC(Cl)(Cl)[C:36]([N:38]=C=O)=[O:37].C(OC(C)C)(C)C, predict the reaction product. The product is: [CH:23]([N:20]1[C:19](=[O:26])[CH2:18][C:17]2([CH2:27][CH2:28][CH2:29][N:15]([CH:12]3[CH2:13][CH2:14][N:9]([C:7]([C:6]4[C:5]5[CH:30]=[CH:31][CH:32]=[CH:33][C:4]=5[S:3][C:2]=4[NH:1][C:36]([NH2:38])=[O:37])=[O:8])[CH2:10][CH2:11]3)[CH2:16]2)[C:21]1=[O:22])([CH3:25])[CH3:24]. (10) Given the reactants [NH2:1][C:2]1[CH:7]=[CH:6][CH:5]=[CH:4][CH:3]=1.[CH2:8]([O:10][C:11](=[O:25])[CH:12]([C:17](=O)[C:18]1[CH:23]=[CH:22][CH:21]=[CH:20][CH:19]=1)[CH2:13][C:14](=O)[CH3:15])[CH3:9].CC1C=CC(S(O)(=O)=O)=CC=1, predict the reaction product. The product is: [CH2:8]([O:10][C:11]([C:12]1[CH:13]=[C:14]([CH3:15])[N:1]([C:2]2[CH:7]=[CH:6][CH:5]=[CH:4][CH:3]=2)[C:17]=1[C:18]1[CH:19]=[CH:20][CH:21]=[CH:22][CH:23]=1)=[O:25])[CH3:9].